From a dataset of Full USPTO retrosynthesis dataset with 1.9M reactions from patents (1976-2016). Predict the reactants needed to synthesize the given product. (1) The reactants are: [OH:1][C:2]1[CH:3]=[CH:4][C:5]2[C:17](=[O:18])[C:16]3[C:15]4[C:10](=[CH:11][C:12]([C:19]#[N:20])=[CH:13][CH:14]=4)[NH:9][C:8]=3[C:7]([CH3:22])([CH3:21])[C:6]=2[CH:23]=1.[O:24]1[CH2:27][CH:26](OS(C2C=CC(C)=CC=2)(=O)=O)[CH2:25]1. Given the product [CH3:22][C:7]1([CH3:21])[C:8]2[NH:9][C:10]3[C:15](=[CH:14][CH:13]=[C:12]([C:19]#[N:20])[CH:11]=3)[C:16]=2[C:17](=[O:18])[C:5]2[CH:4]=[CH:3][C:2]([O:1][CH:26]3[CH2:27][O:24][CH2:25]3)=[CH:23][C:6]1=2, predict the reactants needed to synthesize it. (2) Given the product [NH2:22][C:10]1[CH:11]=[C:12]2[C:16](=[CH:17][C:9]=1[OH:8])[NH:15][C:14]([C:18]([O:20][CH3:21])=[O:19])=[CH:13]2, predict the reactants needed to synthesize it. The reactants are: C([O:8][C:9]1[CH:17]=[C:16]2[C:12]([CH:13]=[C:14]([C:18]([O:20][CH3:21])=[O:19])[NH:15]2)=[CH:11][C:10]=1[N+:22]([O-])=O)C1C=CC=CC=1. (3) Given the product [F:1][C:2]1[C:3]([CH3:18])=[C:4]([C:14]([OH:17])=[C:15]([N+:20]([O-:22])=[O:21])[CH:16]=1)[C:5]([O:7][C:8]1[CH:13]=[CH:12][CH:11]=[CH:10][CH:9]=1)=[O:6], predict the reactants needed to synthesize it. The reactants are: [F:1][C:2]1[C:3]([CH3:18])=[C:4]([C:14]([OH:17])=[CH:15][CH:16]=1)[C:5]([O:7][C:8]1[CH:13]=[CH:12][CH:11]=[CH:10][CH:9]=1)=[O:6].O.[N+:20]([O-])([OH:22])=[O:21]. (4) The reactants are: [NH2:1][C:2]1[N:10]=[CH:9][N:8]=[C:7]2[C:3]=1[N:4]=[CH:5][N:6]2[C@H:11]1[C@@H:15]2[O:16][C:17]([CH3:20])([CH3:19])[O:18][C@@H:14]2[C@@H:13]([CH2:21][NH:22][CH:23]2[CH2:26][CH:25]([CH2:27][CH2:28][C:29]([O:31][CH2:32][C:33]3[CH:38]=[CH:37][CH:36]=[CH:35][CH:34]=3)=[O:30])[CH2:24]2)[O:12]1.C=O.O.[C:42]([BH3-])#N.[Na+]. Given the product [NH2:1][C:2]1[N:10]=[CH:9][N:8]=[C:7]2[C:3]=1[N:4]=[CH:5][N:6]2[C@H:11]1[C@@H:15]2[O:16][C:17]([CH3:19])([CH3:20])[O:18][C@@H:14]2[C@@H:13]([CH2:21][N:22]([CH3:42])[CH:23]2[CH2:26][CH:25]([CH2:27][CH2:28][C:29]([O:31][CH2:32][C:33]3[CH:34]=[CH:35][CH:36]=[CH:37][CH:38]=3)=[O:30])[CH2:24]2)[O:12]1, predict the reactants needed to synthesize it. (5) Given the product [CH3:24][O:23][C:13]1[C:11]2[N:12]=[C:8]([NH:7][C:5](=[O:6])[C:4]3[CH:25]=[CH:26][N:27]=[C:2]([N:36]4[CH2:37][C@@H:38]5[CH2:41][C@H:35]4[CH2:40][O:39]5)[CH:3]=3)[S:9][C:10]=2[C:16]([N:17]2[CH2:22][CH2:21][O:20][CH2:19][CH2:18]2)=[CH:15][CH:14]=1, predict the reactants needed to synthesize it. The reactants are: Br[C:2]1[CH:3]=[C:4]([CH:25]=[CH:26][N:27]=1)[C:5]([NH:7][C:8]1[S:9][C:10]2[C:16]([N:17]3[CH2:22][CH2:21][O:20][CH2:19][CH2:18]3)=[CH:15][CH:14]=[C:13]([O:23][CH3:24])[C:11]=2[N:12]=1)=[O:6].C(=O)([O-])[O-].[Cs+].[Cs+].Cl.[C@H:35]12[CH2:41][C@H:38]([O:39][CH2:40]1)[CH2:37][NH:36]2. (6) Given the product [CH2:1]([O:8][C:9]1[C:14]([C:15]([N:17]2[CH2:21][CH2:20][S:19][C:18]2=[S:22])=[O:16])=[CH:13][C:12]([C:23]([NH:25][CH2:29][CH2:28][O:40][CH3:39])=[O:24])=[CH:11][C:10]=1[C:31]([N:33]1[CH2:37][CH2:36][S:35][C:34]1=[S:38])=[O:32])[C:2]1[CH:3]=[CH:4][CH:5]=[CH:6][CH:7]=1, predict the reactants needed to synthesize it. The reactants are: [CH2:1]([O:8][C:9]1[C:14]([C:15]([N:17]2[CH2:21][CH2:20][S:19][C:18]2=[S:22])=[O:16])=[CH:13][C:12]([C:23]([N:25]2[CH2:29][CH2:28]SC2=S)=[O:24])=[CH:11][C:10]=1[C:31]([N:33]1[CH2:37][CH2:36][S:35][C:34]1=[S:38])=[O:32])[C:2]1[CH:7]=[CH:6][CH:5]=[CH:4][CH:3]=1.[CH3:39][O:40]CCN.CO. (7) Given the product [C:18]([CH:12]([NH:11][CH:1]=[O:2])[C:13]([O:15][CH2:16][CH3:17])=[O:14])#[N:19], predict the reactants needed to synthesize it. The reactants are: [CH:1](O)=[O:2].CC(OC(C)=O)=O.[NH2:11][CH:12]([C:18]#[N:19])[C:13]([O:15][CH2:16][CH3:17])=[O:14]. (8) Given the product [CH3:20][C@:17]12[C@@:16]3([CH3:21])[C@@H:7]([C@:8]4([CH3:34])[C@@H:13]([CH2:14][CH2:15]3)[C:12]([CH3:22])([CH3:23])[C:11]([C:24]3[CH:25]=[CH:26][C:27]([C:28]([OH:30])=[O:29])=[CH:32][CH:33]=3)=[CH:10][CH2:9]4)[CH2:6][CH2:5][C@@H:4]1[C@H:3]1[C@H:35]([C:38]([CH3:40])=[CH2:39])[CH2:36][CH2:37][C@:2]1([NH:1][CH2:96][C:91]1[C:90]([C:89]([F:98])([F:88])[F:99])=[CH:95][CH:94]=[CH:93][N:92]=1)[CH2:19][CH2:18]2, predict the reactants needed to synthesize it. The reactants are: [NH2:1][C@:2]12[CH2:37][CH2:36][C@@H:35]([C:38]([CH3:40])=[CH2:39])[C@@H:3]1[C@@H:4]1[C@@:17]([CH3:20])([CH2:18][CH2:19]2)[C@@:16]2([CH3:21])[C@@H:7]([C@:8]3([CH3:34])[C@@H:13]([CH2:14][CH2:15]2)[C:12]([CH3:23])([CH3:22])[C:11]([C:24]2[CH:33]=[CH:32][C:27]([C:28]([O:30]C)=[O:29])=[CH:26][CH:25]=2)=[CH:10][CH2:9]3)[CH2:6][CH2:5]1.FC1C=C(CN[C@]23CC[C@@H](C(C)=C)[C@@H]2[C@@H]2[C@@](C)(CC3)[C@@]3(C)[C@@H]([C@]4(C)[C@@H](CC3)C(C)(C)C(C3C=CC(C(O)=O)=CC=3)=CC4)CC2)C=CN=1.[F:88][C:89]([F:99])([F:98])[C:90]1[C:91]([CH:96]=O)=[N:92][CH:93]=[CH:94][CH:95]=1.